Dataset: Forward reaction prediction with 1.9M reactions from USPTO patents (1976-2016). Task: Predict the product of the given reaction. (1) Given the reactants [Br:1][C:2]1[CH:7]=[CH:6][C:5]([C:8]2[NH:12][C:11]([C@@H:13]3[CH2:17][CH2:16][CH2:15][N:14]3C(OC(C)(C)C)=O)=[N:10][CH:9]=2)=[CH:4][C:3]=1[C:25]#[C:26][CH3:27].Cl.[CH3:29][O:30][C:31]([NH:33][C@@H:34]([CH:38]([CH3:40])[CH3:39])[C:35](O)=[O:36])=[O:32].CN(C(ON1N=NC2C=CC=NC1=2)=[N+](C)C)C.F[P-](F)(F)(F)(F)F.CCN(C(C)C)C(C)C, predict the reaction product. The product is: [Br:1][C:2]1[CH:7]=[CH:6][C:5]([C:8]2[NH:12][C:11]([C@@H:13]3[CH2:17][CH2:16][CH2:15][N:14]3[C:35](=[O:36])[C@@H:34]([NH:33][C:31](=[O:32])[O:30][CH3:29])[CH:38]([CH3:40])[CH3:39])=[N:10][CH:9]=2)=[CH:4][C:3]=1[C:25]#[C:26][CH3:27]. (2) Given the reactants [C:1]1([CH2:11][N:12]2[CH:17]=[CH:16][CH:15]=[C:14]([C:18](O)=[O:19])[C:13]2=[O:21])[C:10]2[C:5](=[CH:6][CH:7]=[CH:8][CH:9]=2)[CH:4]=[CH:3][CH:2]=1.[NH2:22][C@@H:23]([CH2:31][CH2:32][CH2:33][NH:34][C:35]([NH:37][S:38]([C:41]1[C:42]([CH3:55])=[C:43]2[C:48](=[C:49]([CH3:52])[C:50]=1[CH3:51])[O:47][C:46]([CH3:54])([CH3:53])[CH2:45][CH2:44]2)(=[O:40])=[O:39])=[NH:36])[C:24]([O:26][C:27]([CH3:30])([CH3:29])[CH3:28])=[O:25].CN(C(ON1N=NC2C=CC=CC1=2)=[N+](C)C)C.F[P-](F)(F)(F)(F)F.CCN(C(C)C)C(C)C, predict the reaction product. The product is: [C:1]1([CH2:11][N:12]2[CH:17]=[CH:16][CH:15]=[C:14]([C:18]([NH:22][C@@H:23]([CH2:31][CH2:32][CH2:33][NH:34][C:35]([NH:37][S:38]([C:41]3[C:42]([CH3:55])=[C:43]4[C:48](=[C:49]([CH3:52])[C:50]=3[CH3:51])[O:47][C:46]([CH3:54])([CH3:53])[CH2:45][CH2:44]4)(=[O:39])=[O:40])=[NH:36])[C:24]([O:26][C:27]([CH3:28])([CH3:29])[CH3:30])=[O:25])=[O:19])[C:13]2=[O:21])[C:10]2[C:5](=[CH:6][CH:7]=[CH:8][CH:9]=2)[CH:4]=[CH:3][CH:2]=1. (3) The product is: [NH2:1][C:2]1[C:3]2[C:10]([C:11]3[CH:16]=[CH:15][CH:14]=[C:13]([O:17][CH2:18][C:19]4[CH:24]=[CH:23][CH:22]=[CH:21][CH:20]=4)[CH:12]=3)=[CH:9][N:8]([C@@H:25]3[CH2:30][CH2:29][C@H:28]([NH:31][C:32]([NH:34][CH2:35][CH2:36][CH2:37][N:39]4[CH2:44][CH2:43][O:42][CH2:41][CH2:40]4)=[O:33])[CH2:27][CH2:26]3)[C:4]=2[N:5]=[CH:6][N:7]=1. Given the reactants [NH2:1][C:2]1[C:3]2[C:10]([C:11]3[CH:16]=[CH:15][CH:14]=[C:13]([O:17][CH2:18][C:19]4[CH:24]=[CH:23][CH:22]=[CH:21][CH:20]=4)[CH:12]=3)=[CH:9][N:8]([C@@H:25]3[CH2:30][CH2:29][C@H:28]([NH:31][C:32]([NH:34][CH2:35][CH2:36][CH2:37]Cl)=[O:33])[CH2:27][CH2:26]3)[C:4]=2[N:5]=[CH:6][N:7]=1.[NH:39]1[CH2:44][CH2:43][O:42][CH2:41][CH2:40]1, predict the reaction product.